This data is from Catalyst prediction with 721,799 reactions and 888 catalyst types from USPTO. The task is: Predict which catalyst facilitates the given reaction. Reactant: [CH3:1][C:2]1[CH:7]=[CH:6][C:5]([O:8][CH2:9][CH:10]=[CH2:11])=[CH:4][C:3]=1[N+:12]([O-])=O.C(O)(=O)C. Product: [CH3:1][C:2]1[CH:7]=[CH:6][C:5]([O:8][CH2:9][CH:10]=[CH2:11])=[CH:4][C:3]=1[NH2:12]. The catalyst class is: 190.